This data is from Ames mutagenicity test results for genotoxicity prediction. The task is: Regression/Classification. Given a drug SMILES string, predict its toxicity properties. Task type varies by dataset: regression for continuous values (e.g., LD50, hERG inhibition percentage) or binary classification for toxic/non-toxic outcomes (e.g., AMES mutagenicity, cardiotoxicity, hepatotoxicity). Dataset: ames. (1) The compound is CCOc1ccc2nc(N)sc2c1. The result is 1 (mutagenic). (2) The result is 0 (non-mutagenic). The molecule is COC(=O)CCCC(=O)OC.